From a dataset of Forward reaction prediction with 1.9M reactions from USPTO patents (1976-2016). Predict the product of the given reaction. (1) Given the reactants [CH:1]1([N:5]2[CH2:11][CH2:10][C:9]3[CH:12]=[CH:13][C:14]([N:16]4[CH2:21][CH2:20][NH:19][CH2:18][CH2:17]4)=[CH:15][C:8]=3[CH2:7][CH2:6]2)[CH2:4][CH2:3][CH2:2]1.[C:22]1([C:32](O)=[O:33])[C:31]2[C:26](=[CH:27][CH:28]=[CH:29][CH:30]=2)[CH:25]=[CH:24][CH:23]=1.C(N(C(C)C)CC)(C)C, predict the reaction product. The product is: [CH:1]1([N:5]2[CH2:11][CH2:10][C:9]3[CH:12]=[CH:13][C:14]([N:16]4[CH2:21][CH2:20][N:19]([C:32]([C:22]5[C:31]6[C:26](=[CH:27][CH:28]=[CH:29][CH:30]=6)[CH:25]=[CH:24][CH:23]=5)=[O:33])[CH2:18][CH2:17]4)=[CH:15][C:8]=3[CH2:7][CH2:6]2)[CH2:4][CH2:3][CH2:2]1. (2) Given the reactants [CH:1]([NH:4][C:5]1[CH:12]=[CH:11][CH:10]=[C:9]([C:13]2[CH:18]=[CH:17][CH:16]=[CH:15][CH:14]=2)[C:6]=1[C:7]#[N:8])([CH3:3])[CH3:2].[H-].[Al+3].[Li+].[H-].[H-].[H-].S([O-])([O-])(=O)=O.[Na+].[Na+], predict the reaction product. The product is: [CH:1]([NH:4][C:5]1[CH:12]=[CH:11][CH:10]=[C:9]([C:13]2[CH:18]=[CH:17][CH:16]=[CH:15][CH:14]=2)[C:6]=1[CH2:7][NH2:8])([CH3:3])[CH3:2]. (3) Given the reactants [CH3:1][C:2]1[O:6][C:5]([CH2:7][NH:8][C:9]2[CH:18]=[CH:17][C:16]3[C:15]([NH2:19])=[CH:14][CH:13]=[CH:12][C:11]=3[N:10]=2)=[CH:4][CH:3]=1.[CH3:20][N:21]([CH3:26])[S:22](Cl)(=[O:24])=[O:23], predict the reaction product. The product is: [CH3:20][N:21]([CH3:26])[S:22]([NH:19][C:15]1[CH:14]=[CH:13][CH:12]=[C:11]2[C:16]=1[CH:17]=[CH:18][C:9]([NH:8][CH2:7][C:5]1[O:6][C:2]([CH3:1])=[CH:3][CH:4]=1)=[N:10]2)(=[O:24])=[O:23]. (4) Given the reactants [N+](=[CH:3][C:4](=[O:20])[C@H:5]([NH:9][C:10](=[O:19])[O:11][CH2:12][C:13]1[CH:18]=[CH:17][CH:16]=[CH:15][CH:14]=1)[CH:6]([CH3:8])[CH3:7])=[N-].[BrH:21].C(O)(=O)C, predict the reaction product. The product is: [Br:21][CH2:3][C:4](=[O:20])[C@H:5]([NH:9][C:10](=[O:19])[O:11][CH2:12][C:13]1[CH:18]=[CH:17][CH:16]=[CH:15][CH:14]=1)[CH:6]([CH3:8])[CH3:7]. (5) Given the reactants [CH3:1][O:2][C:3]1[CH:4]=[C:5]2[C:10](=[CH:11][C:12]=1[O:13][CH3:14])[N:9]=[CH:8][CH:7]=[C:6]2[O:15][C:16]1[C:22]([CH3:23])=[CH:21][C:19]([NH2:20])=[C:18]([CH3:24])[CH:17]=1.C1(C)C=CC=CC=1.C(N(CC)CC)C.Cl[C:40](Cl)([O:42]C(=O)OC(Cl)(Cl)Cl)Cl.[F:51][C:52]1[CH:60]=[CH:59][C:55]([CH:56]([OH:58])[CH3:57])=[CH:54][CH:53]=1, predict the reaction product. The product is: [CH3:1][O:2][C:3]1[CH:4]=[C:5]2[C:10](=[CH:11][C:12]=1[O:13][CH3:14])[N:9]=[CH:8][CH:7]=[C:6]2[O:15][C:16]1[C:22]([CH3:23])=[CH:21][C:19]([NH:20][C:40](=[O:42])[O:58][CH:56]([C:55]2[CH:59]=[CH:60][C:52]([F:51])=[CH:53][CH:54]=2)[CH3:57])=[C:18]([CH3:24])[CH:17]=1. (6) Given the reactants [NH2:1][C:2]1[C:3]([F:13])=[C:4]([CH:8]=[C:9]([F:12])[C:10]=1[F:11])[C:5]([OH:7])=O.S(Cl)(Cl)=O.[CH3:18][C:19]1[CH:25]=[C:24]([C:26]([F:35])([C:31]([F:34])([F:33])[F:32])[C:27]([F:30])([F:29])[F:28])[CH:23]=[C:22]([CH3:36])[C:20]=1[NH2:21].N1C=CC=CC=1, predict the reaction product. The product is: [NH2:1][C:2]1[C:3]([F:13])=[C:4]([CH:8]=[C:9]([F:12])[C:10]=1[F:11])[C:5]([NH:21][C:20]1[C:22]([CH3:36])=[CH:23][C:24]([C:26]([F:35])([C:27]([F:28])([F:29])[F:30])[C:31]([F:32])([F:33])[F:34])=[CH:25][C:19]=1[CH3:18])=[O:7]. (7) Given the reactants ClN1C=[C:6]([Cl:8])[N:5]=[CH:4][NH:3]1.C[CH2:10][N:11](C(C)C)C(C)C.[CH2:18]([N:25]1[C:33]2[C:28](=[CH:29][C:30]([NH2:34])=[CH:31][CH:32]=2)[CH:27]=[N:26]1)[C:19]1[CH:24]=[CH:23][CH:22]=[CH:21][CH:20]=1.CCOCC, predict the reaction product. The product is: [CH2:18]([N:25]1[C:33]2[C:28](=[CH:29][C:30]([NH:34][C:10]3[N:11]=[C:6]([Cl:8])[N:5]=[CH:4][N:3]=3)=[CH:31][CH:32]=2)[CH:27]=[N:26]1)[C:19]1[CH:20]=[CH:21][CH:22]=[CH:23][CH:24]=1. (8) Given the reactants [NH2:1][CH2:2][CH2:3][O:4][C:5]1[C:28]([O:29][CH3:30])=[CH:27][C:8]2[C:9]3[N:14]([CH:15]([C:17]([CH3:20])([CH3:19])[CH3:18])[CH2:16][C:7]=2[CH:6]=1)[CH:13]=[C:12]([C:21]([O:23]CC)=[O:22])[C:11](=[O:26])[CH:10]=3.CO.O[Li].O.C(O)(=O)C, predict the reaction product. The product is: [NH2:1][CH2:2][CH2:3][O:4][C:5]1[C:28]([O:29][CH3:30])=[CH:27][C:8]2[C:9]3[N:14]([CH:15]([C:17]([CH3:20])([CH3:19])[CH3:18])[CH2:16][C:7]=2[CH:6]=1)[CH:13]=[C:12]([C:21]([OH:23])=[O:22])[C:11](=[O:26])[CH:10]=3. (9) Given the reactants [C:1]([C:9]1[C:14](=[O:15])[CH:13]=[C:12]([CH2:16][CH3:17])[NH:11][C:10]=1[CH3:18])(=[O:8])[C:2]1[CH:7]=[CH:6][CH:5]=[CH:4][CH:3]=1.[CH3:19][C:20]1[C:21]([N:26]([CH2:46][O:47][CH2:48][CH2:49][O:50][CH3:51])[S:27]([C:30]2[S:31][CH:32]=[CH:33][C:34]=2[C:35]2[CH:40]=[CH:39][C:38](S(C)(=O)=O)=[CH:37][C:36]=2C)(=[O:29])=[O:28])=[N:22][O:23][C:24]=1[CH3:25].O.[CH3:53]N(C)C=O, predict the reaction product. The product is: [CH3:19][C:20]1[C:21]([N:26]([CH2:46][O:47][CH2:48][CH2:49][O:50][CH3:51])[S:27]([C:30]2[S:31][CH:32]=[CH:33][C:34]=2[C:35]2[CH:36]=[CH:37][C:38]([CH2:53][O:15][C:14]3[CH:13]=[C:12]([CH2:16][CH3:17])[N:11]=[C:10]([CH3:18])[C:9]=3[C:1](=[O:8])[C:2]3[CH:3]=[CH:4][CH:5]=[CH:6][CH:7]=3)=[CH:39][CH:40]=2)(=[O:29])=[O:28])=[N:22][O:23][C:24]=1[CH3:25]. (10) Given the reactants [O:1]([CH2:8][CH2:9][NH:10][C:11]1[C:20]2[C:15](=[CH:16][CH:17]=[CH:18][CH:19]=2)[N:14]=[CH:13][C:12]=1[NH2:21])[C:2]1[CH:7]=[CH:6][CH:5]=[CH:4][CH:3]=1.CO[C:24](OC)(OC)[CH2:25][CH2:26][CH2:27][CH3:28], predict the reaction product. The product is: [CH2:25]([C:24]1[N:10]([CH2:9][CH2:8][O:1][C:2]2[CH:7]=[CH:6][CH:5]=[CH:4][CH:3]=2)[C:11]2[C:20]3[CH:19]=[CH:18][CH:17]=[CH:16][C:15]=3[N:14]=[CH:13][C:12]=2[N:21]=1)[CH2:26][CH2:27][CH3:28].